From a dataset of Peptide-MHC class II binding affinity with 134,281 pairs from IEDB. Regression. Given a peptide amino acid sequence and an MHC pseudo amino acid sequence, predict their binding affinity value. This is MHC class II binding data. (1) The peptide sequence is LGVLLLIGCWYCRRRNGYR. The MHC is HLA-DQA10301-DQB10302 with pseudo-sequence HLA-DQA10301-DQB10302. The binding affinity (normalized) is 0. (2) The peptide sequence is GELQIVDHIDAAFKI. The MHC is DRB1_1201 with pseudo-sequence DRB1_1201. The binding affinity (normalized) is 0.640. (3) The peptide sequence is HFMGKTWEALDTMYVVA. The MHC is DRB1_0401 with pseudo-sequence DRB1_0401. The binding affinity (normalized) is 0.267. (4) The peptide sequence is AFKVAATAANAAVAN. The MHC is DRB1_0701 with pseudo-sequence DRB1_0701. The binding affinity (normalized) is 0.821. (5) The peptide sequence is WGAIWRIDTPEVLKG. The MHC is HLA-DQA10102-DQB10602 with pseudo-sequence HLA-DQA10102-DQB10602. The binding affinity (normalized) is 0.135.